This data is from Catalyst prediction with 721,799 reactions and 888 catalyst types from USPTO. The task is: Predict which catalyst facilitates the given reaction. (1) Product: [ClH:1].[CH:8]12[CH2:14][C:13]1([C:15]([O:17][CH2:18][CH3:19])=[O:16])[CH2:12][CH2:11][NH:10][CH2:9]2. Reactant: [ClH:1].O1CCOCC1.[CH:8]12[CH2:14][C:13]1([C:15]([O:17][CH2:18][CH3:19])=[O:16])[CH2:12][CH2:11][N:10](C(OC(C)(C)C)=O)[CH2:9]2. The catalyst class is: 8. (2) Reactant: [C:1]([OH:8])(=[O:7])[CH2:2][CH2:3][C:4]([CH3:6])=[O:5].C(O)=O.S(=O)(=O)(O)O.[CH2:17]=[CH:18][CH2:19][CH3:20].C=C(C)C. Product: [C:1]([O:8][CH2:17][CH2:18][CH2:19][CH3:20])(=[O:7])[CH2:2][CH2:3][C:4]([CH3:6])=[O:5]. The catalyst class is: 194. (3) Reactant: [CH3:1][N:2]1[CH2:7][CH2:6][N:5]([C:8]2[N:13]3[CH:14]=[C:15]([CH2:17][N:18]4[C@H:31]5[C@H:22]([CH2:23][CH2:24][C:25]6[C:30]5=[N:29][CH:28]=[CH:27][CH:26]=6)[CH2:21][CH2:20][CH2:19]4)[N:16]=[C:12]3[CH:11]=[CH:10][CH:9]=2)[CH2:4][CH2:3]1.[NH:32]1[CH2:37][CH2:36][O:35][CH2:34][CH2:33]1.[C:38](O)(=O)C.C=O. Product: [CH3:1][N:2]1[CH2:3][CH2:4][N:5]([C:8]2[N:13]3[C:14]([CH2:38][N:32]4[CH2:37][CH2:36][O:35][CH2:34][CH2:33]4)=[C:15]([CH2:17][N:18]4[C@H:31]5[C@H:22]([CH2:23][CH2:24][C:25]6[C:30]5=[N:29][CH:28]=[CH:27][CH:26]=6)[CH2:21][CH2:20][CH2:19]4)[N:16]=[C:12]3[CH:11]=[CH:10][CH:9]=2)[CH2:6][CH2:7]1. The catalyst class is: 6.